This data is from Full USPTO retrosynthesis dataset with 1.9M reactions from patents (1976-2016). The task is: Predict the reactants needed to synthesize the given product. The reactants are: [NH2:1][CH2:2][C:3]1[CH:4]=[C:5]([N:9]2[CH:12]([C:13]3[CH:18]=[CH:17][C:16]([O:19][CH3:20])=[CH:15][CH:14]=3)[CH:11]([CH2:21][CH2:22][CH:23]([C:25]3[CH:30]=[CH:29][C:28]([F:31])=[CH:27][CH:26]=3)[OH:24])[C:10]2=[O:32])[CH:6]=[CH:7][CH:8]=1.[C:33]([O:36][CH:37]([CH:53]([O:57][C:58](=[O:60])[CH3:59])[C:54](Cl)=[O:55])[CH:38]([O:49][C:50](=[O:52])[CH3:51])[CH:39]([O:45][C:46](=[O:48])[CH3:47])[CH2:40][O:41][C:42](=[O:44])[CH3:43])(=[O:35])[CH3:34]. Given the product [C:58]([O:57][CH:53]([C:54](=[O:55])[NH:1][CH2:2][C:3]1[CH:8]=[CH:7][CH:6]=[C:5]([N:9]2[C:10](=[O:32])[CH:11]([CH2:21][CH2:22][CH:23]([C:25]3[CH:26]=[CH:27][C:28]([F:31])=[CH:29][CH:30]=3)[OH:24])[CH:12]2[C:13]2[CH:14]=[CH:15][C:16]([O:19][CH3:20])=[CH:17][CH:18]=2)[CH:4]=1)[CH:37]([O:36][C:33](=[O:35])[CH3:34])[CH:38]([O:49][C:50](=[O:52])[CH3:51])[CH:39]([O:45][C:46](=[O:48])[CH3:47])[CH2:40][O:41][C:42](=[O:44])[CH3:43])(=[O:60])[CH3:59], predict the reactants needed to synthesize it.